Dataset: Forward reaction prediction with 1.9M reactions from USPTO patents (1976-2016). Task: Predict the product of the given reaction. (1) Given the reactants [F:1][C:2]1[CH:3]=[C:4]([CH:18]=[CH:19][CH:20]=1)[CH2:5][O:6][C:7]1[CH:12]=[CH:11][C:10]([CH:13]=[CH:14][C:15](Cl)=[O:16])=[CH:9][CH:8]=1.[CH3:21][NH2:22], predict the reaction product. The product is: [F:1][C:2]1[CH:3]=[C:4]([CH:18]=[CH:19][CH:20]=1)[CH2:5][O:6][C:7]1[CH:12]=[CH:11][C:10]([CH:13]=[CH:14][C:15]([NH:22][CH3:21])=[O:16])=[CH:9][CH:8]=1. (2) Given the reactants O[CH2:2][CH2:3][O:4][C:5]1[CH:10]=[CH:9][CH:8]=[CH:7][C:6]=1[C:11]1[CH:16]=[CH:15][CH:14]=[CH:13][C:12]=1[OH:17].N(N([C:22]1C=CC=C[CH:23]=1)O)=O.[Al].[C:29]([OH:33])(=[O:32])[CH:30]=[CH2:31].C1(C)C=CC(S(O)(=O)=O)=CC=1.CS(O)(=O)=O, predict the reaction product. The product is: [C:29]([OH:33])(=[O:32])[CH:30]=[CH2:31].[C:29]([OH:33])(=[O:32])[CH:30]=[CH2:31].[CH2:22]([O:17][C:12]1[CH:13]=[CH:14][CH:15]=[CH:16][C:11]=1[C:6]1[CH:7]=[CH:8][CH:9]=[CH:10][C:5]=1[O:4][CH2:3][CH3:2])[CH3:23]. (3) Given the reactants [NH2:1][C:2]1[CH:3]=[C:4]2[C:9](=[C:10]([CH3:12])[CH:11]=1)[CH:8]=[N:7][C:6]([NH:13][C:14]([NH:16][CH2:17][CH3:18])=[O:15])=[CH:5]2.[CH:19]([C:21]1[CH:29]=[CH:28][C:24]([C:25]([OH:27])=[O:26])=[CH:23][CH:22]=1)=O, predict the reaction product. The product is: [CH2:17]([NH:16][C:14](=[O:15])[NH:13][C:6]1[N:7]=[CH:8][C:9]2[C:4]([CH:5]=1)=[CH:3][C:2]([NH:1][CH2:19][C:21]1[CH:29]=[CH:28][C:24]([C:25]([OH:27])=[O:26])=[CH:23][CH:22]=1)=[CH:11][C:10]=2[CH3:12])[CH3:18]. (4) Given the reactants [CH3:1][C:2]1[C:11]([NH2:12])=[C:10]2[C:5]([C:6]([NH:13][C:14]3[CH:19]=[CH:18][CH:17]=[C:16]([C:20]([F:23])([F:22])[F:21])[CH:15]=3)=[N:7][CH:8]=[N:9]2)=[CH:4][CH:3]=1.[Cl:24][C:25]1[C:30]([C:31](O)=[O:32])=[C:29]([F:34])[C:28]([CH2:35][NH:36][C:37](=[O:42])[C:38]([CH3:41])([CH3:40])[CH3:39])=[CH:27][CH:26]=1.C(Cl)(=O)C(Cl)=O.CCN(C(C)C)C(C)C, predict the reaction product. The product is: [Cl:24][C:25]1[C:30]([C:31]([NH:12][C:11]2[C:2]([CH3:1])=[CH:3][CH:4]=[C:5]3[C:10]=2[N:9]=[CH:8][N:7]=[C:6]3[NH:13][C:14]2[CH:19]=[CH:18][CH:17]=[C:16]([C:20]([F:23])([F:21])[F:22])[CH:15]=2)=[O:32])=[C:29]([F:34])[C:28]([CH2:35][NH:36][C:37](=[O:42])[C:38]([CH3:40])([CH3:39])[CH3:41])=[CH:27][CH:26]=1. (5) Given the reactants [CH3:1][O:2][C:3]1[CH:4]=[C:5]2[C:10](=[CH:11][C:12]=1[O:13][CH3:14])[N:9]=[CH:8][CH:7]=[C:6]2[O:15][C:16]1[C:22]([CH3:23])=[CH:21][C:19]([NH2:20])=[C:18]([CH3:24])[CH:17]=1.C1(C)C=CC=CC=1.C(N(CC)CC)C.Cl[C:40](Cl)([O:42]C(=O)OC(Cl)(Cl)Cl)Cl.[F:51][C:52]1[CH:60]=[C:59]([F:61])[C:58]([F:62])=[CH:57][C:53]=1[CH:54]([OH:56])[CH3:55], predict the reaction product. The product is: [CH3:1][O:2][C:3]1[CH:4]=[C:5]2[C:10](=[CH:11][C:12]=1[O:13][CH3:14])[N:9]=[CH:8][CH:7]=[C:6]2[O:15][C:16]1[C:22]([CH3:23])=[CH:21][C:19]([NH:20][C:40](=[O:42])[O:56][CH:54]([C:53]2[CH:57]=[C:58]([F:62])[C:59]([F:61])=[CH:60][C:52]=2[F:51])[CH3:55])=[C:18]([CH3:24])[CH:17]=1. (6) Given the reactants [C:1]1([N:7]2[C:11]([C:12]3[S:13][CH:14]=[CH:15][CH:16]=3)=[CH:10][C:9]([CH2:17][CH2:18][CH:19]=O)=[N:8]2)[CH:6]=[CH:5][CH:4]=[CH:3][CH:2]=1.[CH3:21][C:22]1[CH:27]=[C:26]([CH3:28])[CH:25]=[CH:24][C:23]=1[N:29]1[CH2:34][CH2:33][NH:32][CH2:31][CH2:30]1.CCN(C(C)C)C(C)C.[BH-](OC(C)=O)(OC(C)=O)OC(C)=O.[Na+], predict the reaction product. The product is: [CH3:21][C:22]1[CH:27]=[C:26]([CH3:28])[CH:25]=[CH:24][C:23]=1[N:29]1[CH2:30][CH2:31][N:32]([CH2:19][CH2:18][CH2:17][C:9]2[CH:10]=[C:11]([C:12]3[S:13][CH:14]=[CH:15][CH:16]=3)[N:7]([C:1]3[CH:6]=[CH:5][CH:4]=[CH:3][CH:2]=3)[N:8]=2)[CH2:33][CH2:34]1. (7) Given the reactants O=[C:2]1[CH2:7][CH2:6][N:5]([C:8]([O:10][C:11]([CH3:14])([CH3:13])[CH3:12])=[O:9])[CH2:4][CH2:3]1.[F:15][C:16]1[CH:17]=[C:18]([CH:20]=[CH:21][CH:22]=1)[NH2:19].C(O)(=O)C.C(O[BH-](OC(=O)C)OC(=O)C)(=O)C.[Na+], predict the reaction product. The product is: [F:15][C:16]1[CH:17]=[C:18]([NH:19][CH:2]2[CH2:7][CH2:6][N:5]([C:8]([O:10][C:11]([CH3:14])([CH3:13])[CH3:12])=[O:9])[CH2:4][CH2:3]2)[CH:20]=[CH:21][CH:22]=1. (8) The product is: [CH2:33]1[C:34]2[C:39](=[CH:38][CH:37]=[CH:36][CH:35]=2)[CH2:40][CH2:41][N:32]1[C:23]1[CH:24]=[CH:25][C:26]([C:28]([F:30])([F:31])[F:29])=[CH:27][C:22]=1[NH:21][C:2](=[O:9])[C:3]1[CH:8]=[CH:7][N:6]=[CH:5][CH:4]=1. Given the reactants Cl.[C:2](Cl)(=[O:9])[C:3]1[CH:8]=[CH:7][N:6]=[CH:5][CH:4]=1.C(N(CC)CC)C.ClCCl.[NH2:21][C:22]1[CH:27]=[C:26]([C:28]([F:31])([F:30])[F:29])[CH:25]=[CH:24][C:23]=1[N:32]1[CH2:41][CH2:40][C:39]2[C:34](=[CH:35][CH:36]=[CH:37][CH:38]=2)[CH2:33]1, predict the reaction product. (9) Given the reactants [O:1]=[C:2]([O-:13])[C@@H:3]([C@H:5]([C@@H:7]([C@@H:9]([CH2:11][OH:12])[OH:10])[OH:8])[OH:6])[OH:4].[C:14]([O-:19])(=[O:18])[CH:15]([CH3:17])[OH:16].[Ca+2:20].[Ca].C([O-])(=O)C(C)O.[O:28]=[C:29]([O-:40])[C@@H:30]([C@H:32]([C@@H:34]([C@@H:36]([CH2:38][OH:39])[OH:37])[OH:35])[OH:33])[OH:31], predict the reaction product. The product is: [O:1]=[C:2]([O-:13])[C@@H:3]([C@H:5]([C@@H:7]([C@@H:9]([CH2:11][OH:12])[OH:10])[OH:8])[OH:6])[OH:4].[Ca+2:20].[O:28]=[C:29]([O-:40])[C@@H:30]([C@H:32]([C@@H:34]([C@@H:36]([CH2:38][OH:39])[OH:37])[OH:35])[OH:33])[OH:31].[C:14]([O-:19])(=[O:18])[CH:15]([CH3:17])[OH:16].